Dataset: Full USPTO retrosynthesis dataset with 1.9M reactions from patents (1976-2016). Task: Predict the reactants needed to synthesize the given product. (1) Given the product [C:17]([O:10][C:7]1[CH:6]=[CH:5][C:4]([CH2:3][C@@H:2]([C:11]([OH:13])=[O:12])[NH2:1])=[CH:9][CH:8]=1)(=[O:19])[CH2:18][CH2:11][CH2:2][CH2:3][CH2:4][CH2:5][CH3:6], predict the reactants needed to synthesize it. The reactants are: [NH2:1][C@H:2]([C:11]([OH:13])=[O:12])[CH2:3][C:4]1[CH:9]=[CH:8][C:7]([OH:10])=[CH:6][CH:5]=1.C(O[C:17](=[O:19])[CH3:18])C. (2) Given the product [CH:9]1([C:13]2[C:22]([I:1])=[CH:21][C:16]([C:17]([O:19][CH3:20])=[O:18])=[C:15]([CH3:23])[CH:14]=2)[CH2:10][CH2:11][CH2:12]1, predict the reactants needed to synthesize it. The reactants are: [I:1]N1C(=O)CCC1=O.[CH:9]1([C:13]2[CH:22]=[CH:21][C:16]([C:17]([O:19][CH3:20])=[O:18])=[C:15]([CH3:23])[CH:14]=2)[CH2:12][CH2:11][CH2:10]1.CO.